From a dataset of Full USPTO retrosynthesis dataset with 1.9M reactions from patents (1976-2016). Predict the reactants needed to synthesize the given product. (1) The reactants are: [Cl:1][C:2]1[N:7]=[C:6]([C:8]([F:11])([F:10])[F:9])[C:5]([C:12](Cl)=[O:13])=[CH:4][N:3]=1.[CH3:15][O:16][C:17]1[CH:23]=[CH:22][C:20]([NH2:21])=[C:19]([N+:24]([O-:26])=[O:25])[CH:18]=1. Given the product [Cl:1][C:2]1[N:7]=[C:6]([C:8]([F:11])([F:10])[F:9])[C:5]([C:12]([NH:21][C:20]2[CH:22]=[CH:23][C:17]([O:16][CH3:15])=[CH:18][C:19]=2[N+:24]([O-:26])=[O:25])=[O:13])=[CH:4][N:3]=1, predict the reactants needed to synthesize it. (2) Given the product [Br:1][C:2]1[C:10]2[C:5](=[CH:6][CH:7]=[C:8]([C:11]#[N:12])[CH:9]=2)[NH:4][N:3]=1, predict the reactants needed to synthesize it. The reactants are: [Br:1][C:2]1[C:10]2[C:5](=[CH:6][CH:7]=[C:8]([C:11]#[N:12])[CH:9]=2)[N:4](C2CCCCO2)[N:3]=1.Cl. (3) The reactants are: [Br:1][C:2]1[CH:8]=[CH:7][CH:6]=[CH:5][C:3]=1[NH2:4].Br[CH2:10][CH:11]([OH:15])[CH2:12][CH2:13]Br.C(N(C(C)C)CC)(C)C. Given the product [Br:1][C:2]1[CH:8]=[CH:7][CH:6]=[CH:5][C:3]=1[N:4]1[CH2:13][CH2:12][CH:11]([OH:15])[CH2:10]1, predict the reactants needed to synthesize it. (4) Given the product [F:36][C:33]1[CH:34]=[CH:35][C:30]([CH2:29][CH2:28][S:27][CH:17]([CH2:18][C:19]2[CH:20]=[CH:21][C:22]([CH2:25][O:10][C:9](=[O:11])[CH2:8][N:5]3[CH2:4][CH2:3][N:2]([CH3:1])[CH2:7][CH2:6]3)=[CH:23][CH:24]=2)[C:16]([OH:37])=[O:15])=[CH:31][CH:32]=1, predict the reactants needed to synthesize it. The reactants are: [CH3:1][N:2]1[CH2:7][CH2:6][N:5]([CH2:8][C:9]([OH:11])=[O:10])[CH2:4][CH2:3]1.ClC(Cl)(Cl)C[O:15][C:16](=[O:37])[CH:17]([S:27][CH2:28][CH2:29][C:30]1[CH:35]=[CH:34][C:33]([F:36])=[CH:32][CH:31]=1)[CH2:18][C:19]1[CH:24]=[CH:23][C:22]([CH2:25]O)=[CH:21][CH:20]=1. (5) Given the product [CH3:30][O:29][C:27]1[CH:28]=[C:23]([N:2]2[CH2:3][C:4]3[C:9](=[CH:8][CH:7]=[CH:6][C:5]=3[CH2:10][CH2:11][C:12]3[CH:13]=[CH:14][C:15]([C:16]([O:18][CH3:19])=[O:17])=[CH:20][CH:21]=3)[CH2:1]2)[CH:24]=[C:25]([O:31][CH3:32])[CH:26]=1, predict the reactants needed to synthesize it. The reactants are: [CH2:1]1[C:9]2[C:4](=[C:5]([CH2:10][CH2:11][C:12]3[CH:21]=[CH:20][C:15]([C:16]([O:18][CH3:19])=[O:17])=[CH:14][CH:13]=3)[CH:6]=[CH:7][CH:8]=2)[CH2:3][NH:2]1.Br[C:23]1[CH:28]=[C:27]([O:29][CH3:30])[CH:26]=[C:25]([O:31][CH3:32])[CH:24]=1.CC(P(C(C)(C)C)C1C(C2C=CC=CC=2)=CC=CC=1)(C)C.C(O[Na])(C)(C)C. (6) Given the product [OH:1][C:2]1[N:10]=[C:9]([OH:11])[C:8]([I:19])=[CH:7][C:3]=1[C:4]([NH2:6])=[O:5], predict the reactants needed to synthesize it. The reactants are: [OH:1][C:2]1[N:10]=[C:9]([OH:11])[CH:8]=[CH:7][C:3]=1[C:4]([NH2:6])=[O:5].C1C(=O)N([I:19])C(=O)C1. (7) Given the product [CH2:1]([C@:4]1([CH2:47][CH2:48][O:49][CH2:50][C:51]2[CH:56]=[CH:55][C:54]([O:57][CH3:58])=[CH:53][CH:52]=2)[CH2:9][C@H:8]([C:10]2[CH:15]=[CH:14][CH:13]=[C:12]([Cl:16])[CH:11]=2)[C@@H:7]([C:17]2[CH:22]=[CH:21][C:20]([Cl:23])=[CH:19][CH:18]=2)[N:6]([C@@H:24]([CH2:44][CH3:45])[CH2:25][OH:26])[C:5]1=[O:46])[CH:2]=[CH2:3], predict the reactants needed to synthesize it. The reactants are: [CH2:1]([C@:4]1([CH2:47][CH2:48][O:49][CH2:50][C:51]2[CH:56]=[CH:55][C:54]([O:57][CH3:58])=[CH:53][CH:52]=2)[CH2:9][C@H:8]([C:10]2[CH:15]=[CH:14][CH:13]=[C:12]([Cl:16])[CH:11]=2)[C@@H:7]([C:17]2[CH:22]=[CH:21][C:20]([Cl:23])=[CH:19][CH:18]=2)[N:6]([C@@H:24]([CH2:44][CH3:45])[CH2:25][O:26][Si](C(C)(C)C)(C2C=CC=CC=2)C2C=CC=CC=2)[C:5]1=[O:46])[CH:2]=[CH2:3].C([C@@]1(CCOCC2C=CC(OC)=CC=2)C[C@H](C2C=CC=C(Cl)C=2)[C@@H](C2C=CC(Cl)=CC=2)N([C@@H](CC)CO[Si](C(C)(C)C)(C2C=CC=CC=2)C2C=CC=CC=2)C1=O)C=C.CCCC[N+](CCCC)(CCCC)CCCC.[F-]. (8) Given the product [C:13]([C:17]1[CH:23]=[C:12]([NH:8][C:1]([NH:3][C:7]2[CH:6]=[CH:41][C:28]([O:29][C:30]3[CH:35]=[CH:34][N:33]=[C:32]([NH:36][CH2:37][CH2:38][CH2:39][OH:40])[N:31]=3)=[CH:27][CH:26]=2)=[O:2])[CH:11]=[CH:19][CH:18]=1)([CH3:14])([CH3:15])[CH3:16], predict the reactants needed to synthesize it. The reactants are: [C:1]([N:8]1[CH:12]=[CH:11]N=C1)([N:3]1[CH:7]=[CH:6]N=C1)=[O:2].[C:13]([C:17]1[CH:18]=[C:19](C=C[CH:23]=1)N)([CH3:16])([CH3:15])[CH3:14].NC1C=[CH:41][C:28]([O:29][C:30]2[CH:35]=[CH:34][N:33]=[C:32]([NH:36][CH2:37][CH2:38][CH2:39][OH:40])[N:31]=2)=[CH:27][CH:26]=1. (9) The reactants are: [Cl:1][C:2]1[CH:3]=[N:4][C:5]2[C:10]([CH:11]=1)=[CH:9][C:8]([CH2:12][C:13]1[CH:14]=[C:15]([CH:19]=[CH:20][N:21]=1)[C:16]([OH:18])=O)=[CH:7][C:6]=2[S:22]([CH3:25])(=[O:24])=[O:23].Cl.[NH2:27][CH2:28][C:29]1[C:30]([CH3:37])=[CH:31][C:32]([NH2:36])=[N:33][C:34]=1[CH3:35].CCN=C=NCCCN(C)C.C1C=CC2N(O)N=NC=2C=1. Given the product [NH2:36][C:32]1[N:33]=[C:34]([CH3:35])[C:29]([CH2:28][NH:27][C:16](=[O:18])[C:15]2[CH:19]=[CH:20][N:21]=[C:13]([CH2:12][C:8]3[CH:9]=[C:10]4[C:5](=[C:6]([S:22]([CH3:25])(=[O:24])=[O:23])[CH:7]=3)[N:4]=[CH:3][C:2]([Cl:1])=[CH:11]4)[CH:14]=2)=[C:30]([CH3:37])[CH:31]=1, predict the reactants needed to synthesize it.